From a dataset of Full USPTO retrosynthesis dataset with 1.9M reactions from patents (1976-2016). Predict the reactants needed to synthesize the given product. (1) Given the product [ClH:25].[NH2:1][C:2]1[CH:3]=[C:4]([CH:17]=[CH:18][CH:19]=1)[C:5]([NH:7][C:8]1[CH:9]=[CH:10][C:11]([C:14]([NH2:16])=[O:15])=[CH:12][CH:13]=1)=[O:6], predict the reactants needed to synthesize it. The reactants are: [NH2:1][C:2]1[CH:3]=[C:4]([CH:17]=[CH:18][CH:19]=1)[C:5]([NH:7][C:8]1[CH:13]=[CH:12][C:11]([C:14]([NH2:16])=[O:15])=[CH:10][CH:9]=1)=[O:6].O1CCCC1.[ClH:25].O1CCOCC1. (2) Given the product [O:13]=[C:11]1[C:10]2[C:9](=[CH:17][CH:16]=[CH:15][CH:14]=2)[C:8](=[O:18])[N:12]1[CH2:2][CH2:3][CH2:4][CH2:5][C:6]#[N:7], predict the reactants needed to synthesize it. The reactants are: Br[CH2:2][CH2:3][CH2:4][CH2:5][C:6]#[N:7].[C:8]1(=[O:18])[NH:12][C:11](=[O:13])[C:10]2=[CH:14][CH:15]=[CH:16][CH:17]=[C:9]12.[K]. (3) Given the product [C:2]([C:4]12[CH2:11][CH2:10][C:7]([NH:12][C:13](=[O:19])[O:14][C:15]([CH3:18])([CH3:17])[CH3:16])([CH2:8][CH2:9]1)[CH2:6][O:5]2)(=[O:1])[CH3:3], predict the reactants needed to synthesize it. The reactants are: [OH:1][CH:2]([C:4]12[CH2:11][CH2:10][C:7]([NH:12][C:13](=[O:19])[O:14][C:15]([CH3:18])([CH3:17])[CH3:16])([CH2:8][CH2:9]1)[CH2:6][O:5]2)[CH3:3].CC(OI1(OC(C)=O)(OC(C)=O)OC(=O)C2C=CC=CC1=2)=O. (4) The reactants are: [CH2:1]([C@H:3]1[C@@H:7]([N:8]2[C:17]3[C:12](=[CH:13][N:14]=[C:15]4[N:20](S(C5C=CC(C)=CC=5)(=O)=O)[CH:19]=[CH:18][C:16]4=3)[CH2:11][CH2:10][CH2:9]2)[CH2:6][C@@H:5]([NH:31][S:32]([CH:35]2[CH2:37][CH2:36]2)(=[O:34])=[O:33])[CH2:4]1)[CH3:2].[OH-].[Na+].O.CCOC(C)=O. Given the product [CH2:1]([C@H:3]1[C@@H:7]([N:8]2[C:17]3[C:12](=[CH:13][N:14]=[C:15]4[NH:20][CH:19]=[CH:18][C:16]4=3)[CH2:11][CH2:10][CH2:9]2)[CH2:6][C@@H:5]([NH:31][S:32]([CH:35]2[CH2:36][CH2:37]2)(=[O:34])=[O:33])[CH2:4]1)[CH3:2], predict the reactants needed to synthesize it. (5) Given the product [Br:1][C:2]1[C:3]([CH3:18])=[N:4][N:5]([CH2:14][CH2:15][CH:16]([OH:17])[CH3:19])[C:6]=1[C:7]1[CH:8]=[CH:9][C:10]([F:13])=[CH:11][CH:12]=1, predict the reactants needed to synthesize it. The reactants are: [Br:1][C:2]1[C:3]([CH3:18])=[N:4][N:5]([CH2:14][CH2:15][CH:16]=[O:17])[C:6]=1[C:7]1[CH:12]=[CH:11][C:10]([F:13])=[CH:9][CH:8]=1.[CH3:19][Mg]Br.Cl.N. (6) Given the product [C:8]([C:4]1[CH:3]=[C:2]([NH:1][C:14]([NH:13][CH2:10][CH2:11][CH3:12])=[O:15])[CH:7]=[CH:6][CH:5]=1)#[CH:9], predict the reactants needed to synthesize it. The reactants are: [NH2:1][C:2]1[CH:3]=[C:4]([C:8]#[CH:9])[CH:5]=[CH:6][CH:7]=1.[CH2:10]([N:13]=[C:14]=[O:15])[CH2:11][CH3:12]. (7) Given the product [CH3:19][N:18]1[C:10]2[CH:9]=[C:8]([C:5]3[CH:6]=[CH:7][C:2]([O:1][CH2:29][C@H:30]4[CH2:34][CH2:33][N:32]([C:35]5[CH:40]=[CH:39][CH:38]=[CH:37][N:36]=5)[CH2:31]4)=[C:3]([C:20]([F:23])([F:22])[F:21])[CH:4]=3)[N:13]=[C:12]([C:14]#[N:15])[C:11]=2[N:16]=[N:17]1, predict the reactants needed to synthesize it. The reactants are: [OH:1][C:2]1[CH:7]=[CH:6][C:5]([C:8]2[N:13]=[C:12]([C:14]#[N:15])[C:11]3[N:16]=[N:17][N:18]([CH3:19])[C:10]=3[CH:9]=2)=[CH:4][C:3]=1[C:20]([F:23])([F:22])[F:21].CS(O[CH2:29][C@H:30]1[CH2:34][CH2:33][N:32]([C:35]2[CH:40]=[CH:39][CH:38]=[CH:37][N:36]=2)[CH2:31]1)(=O)=O.C(=O)([O-])[O-].[Cs+].[Cs+].C([N+](CCCC)(CCCC)CCCC)CCC. (8) The reactants are: FC(F)(F)[C:3]([O-:5])=[O:4].[CH:8]1([C@H:14]2[C:47](=[O:48])[N:46]3[CH2:49][C@@H:43]([CH2:44][C@H:45]3[C:50](=[O:67])[NH:51][C@:52]3([C:57](=[O:66])[NH:58][S:59]([C:62]4([CH3:65])[CH2:64][CH2:63]4)(=[O:61])=[O:60])[CH2:54][C@H:53]3[CH:55]=[CH2:56])[O:42][C:26]3=[N:27][C:28]4[CH:29]=[CH:30][CH:31]=[CH:32][C:33]=4[C:34]([O:35][CH:36]4[CH2:41][CH2:40][NH2+:39][CH2:38][CH2:37]4)=[C:25]3[CH2:24][CH2:23][CH2:22][CH2:21][CH2:20][C@@H:19]3[CH2:68][C@H:18]3[O:17][C:16](=[O:69])[NH:15]2)[CH2:13][CH2:12][CH2:11][CH2:10][CH2:9]1.Br[CH2:71][CH2:72][F:73]. Given the product [CH:3]([O-:5])=[O:4].[CH:8]1([C@H:14]2[C:47](=[O:48])[N:46]3[CH2:49][C@@H:43]([CH2:44][C@H:45]3[C:50](=[O:67])[NH:51][C@:52]3([C:57](=[O:66])[NH:58][S:59]([C:62]4([CH3:65])[CH2:63][CH2:64]4)(=[O:61])=[O:60])[CH2:54][C@H:53]3[CH:55]=[CH2:56])[O:42][C:26]3=[N:27][C:28]4[CH:29]=[CH:30][CH:31]=[CH:32][C:33]=4[C:34]([O:35][CH:36]4[CH2:37][CH2:38][NH+:39]([CH2:71][CH2:72][F:73])[CH2:40][CH2:41]4)=[C:25]3[CH2:24][CH2:23][CH2:22][CH2:21][CH2:20][C@@H:19]3[CH2:68][C@H:18]3[O:17][C:16](=[O:69])[NH:15]2)[CH2:13][CH2:12][CH2:11][CH2:10][CH2:9]1, predict the reactants needed to synthesize it.